Dataset: CYP2D6 inhibition data for predicting drug metabolism from PubChem BioAssay. Task: Regression/Classification. Given a drug SMILES string, predict its absorption, distribution, metabolism, or excretion properties. Task type varies by dataset: regression for continuous measurements (e.g., permeability, clearance, half-life) or binary classification for categorical outcomes (e.g., BBB penetration, CYP inhibition). Dataset: cyp2d6_veith. (1) The compound is CC[C@H](Cc1c(I)cc(I)c(N)c1I)C(=O)O. The result is 0 (non-inhibitor). (2) The drug is COc1cc(C[C@H]2C(=O)OC[C@@H]2Cc2ccc(OC)c(OC)c2)ccc1O. The result is 0 (non-inhibitor). (3) The result is 1 (inhibitor). The compound is C=C(C)c1cccc(C(C)(C)NC(=O)N2CCN(C/C=C/c3ccccc3)CC2)c1. (4) The molecule is CCc1c(C)c(C#N)c2nc3ccccc3n2c1Nc1c(C)n(C)n(-c2ccccc2)c1=O. The result is 0 (non-inhibitor). (5) The compound is O=C(c1cc(C(F)(F)F)cc(C(F)(F)F)c1)N1CCC2(CC1)CCN(c1ccccc1)CC2. The result is 0 (non-inhibitor). (6) The compound is NCCCCCCNS(=O)(=O)c1cccc2c(Cl)cccc12. The result is 1 (inhibitor). (7) The molecule is O=S(=O)(N/N=C\c1cn(-c2ccccc2)nc1-c1ccccc1)c1ccccc1. The result is 1 (inhibitor). (8) The drug is COCCNc1nc(-c2ccccc2C(F)(F)F)nc2ccccc12. The result is 0 (non-inhibitor). (9) The compound is S=C(Nc1ccc2cn[nH]c2c1)Nc1ccc2cn[nH]c2c1. The result is 1 (inhibitor). (10) The molecule is CN1CCN(c2ncc3nc(-c4ccc(Cl)cc4)c(=O)n(-c4ccccc4)c3n2)CC1. The result is 0 (non-inhibitor).